This data is from Full USPTO retrosynthesis dataset with 1.9M reactions from patents (1976-2016). The task is: Predict the reactants needed to synthesize the given product. (1) Given the product [Cl:16][C:17]1[CH:22]=[CH:21][C:20]([NH:23][C:24]2[NH:14][C:11]3[CH:12]=[CH:13][C:8]([O:7][C:4]4[CH:5]=[CH:6][N:1]=[CH:2][CH:3]=4)=[CH:9][C:10]=3[N:15]=2)=[CH:19][C:18]=1[C:26]([F:27])([F:28])[F:29], predict the reactants needed to synthesize it. The reactants are: [N:1]1[CH:6]=[CH:5][C:4]([O:7][C:8]2[CH:9]=[C:10]([NH2:15])[C:11]([NH2:14])=[CH:12][CH:13]=2)=[CH:3][CH:2]=1.[Cl:16][C:17]1[CH:22]=[CH:21][C:20]([N:23]=[C:24]=S)=[CH:19][C:18]=1[C:26]([F:29])([F:28])[F:27].C(Cl)CCl. (2) Given the product [N+:1]([C:4]1[CH:9]=[CH:8][CH:7]=[C:6]([O:10][CH2:22][CH2:21][C:11]2[CH:20]=[CH:15][CH:14]=[CH:13][CH:12]=2)[CH:5]=1)([O-:3])=[O:2], predict the reactants needed to synthesize it. The reactants are: [N+:1]([C:4]1[CH:5]=[C:6]([OH:10])[CH:7]=[CH:8][CH:9]=1)([O-:3])=[O:2].[C:11]1([CH2:21][CH2:22]O)[C:20]2[C:15](=CC=CC=2)[CH:14]=[CH:13][CH:12]=1.C1(P(C2C=CC=CC=2)C2C=CC=CC=2)C=CC=CC=1.CC(OC(/N=N/C(OC(C)C)=O)=O)C. (3) The reactants are: [O:1]=[C:2]1[C:22]2[C:17](=[CH:18][CH:19]=[CH:20][CH:21]=2)[C:4]2([CH2:9][CH2:8][N:7]([C:10]([O:12][C:13]([CH3:16])([CH3:15])[CH3:14])=[O:11])[CH2:6][CH2:5]2)[CH2:3]1.[CH3:23][Mg]Cl.C1COCC1.[Cl-].[NH4+]. Given the product [CH3:23][C:2]1([OH:1])[C:22]2[C:17](=[CH:18][CH:19]=[CH:20][CH:21]=2)[C:4]2([CH2:9][CH2:8][N:7]([C:10]([O:12][C:13]([CH3:15])([CH3:16])[CH3:14])=[O:11])[CH2:6][CH2:5]2)[CH2:3]1, predict the reactants needed to synthesize it. (4) Given the product [CH2:1]([O:8][C:9]([N:11]1[CH:16]2[CH2:17][CH2:18][C:13]([C:19](=[O:21])[NH2:23])([CH:14]=[CH:15]2)[O:12]1)=[O:10])[C:2]1[CH:7]=[CH:6][CH:5]=[CH:4][CH:3]=1, predict the reactants needed to synthesize it. The reactants are: [CH2:1]([O:8][C:9]([N:11]1[CH:16]2[CH2:17][CH2:18][C:13]([C:19]([OH:21])=O)([CH:14]=[CH:15]2)[O:12]1)=[O:10])[C:2]1[CH:7]=[CH:6][CH:5]=[CH:4][CH:3]=1.O[N:23]1C2N=CC=CC=2N=N1.C(=O)([O-])O.[NH4+]. (5) Given the product [F:25][C:22]([F:23])([F:24])[C:18]1[CH:17]=[C:16]([C:14]2[N:15]=[C:11]([C@H:8]3[CH2:7][CH2:6][C@H:5]([C:3]([OH:4])=[O:2])[CH2:10][CH2:9]3)[NH:12][CH:13]=2)[CH:21]=[CH:20][CH:19]=1, predict the reactants needed to synthesize it. The reactants are: C[O:2][C:3]([C@H:5]1[CH2:10][CH2:9][C@H:8]([C:11]2[NH:12][CH:13]=[C:14]([C:16]3[CH:21]=[CH:20][CH:19]=[C:18]([C:22]([F:25])([F:24])[F:23])[CH:17]=3)[N:15]=2)[CH2:7][CH2:6]1)=[O:4].[Li+].[OH-]. (6) The reactants are: [Cl:1][C:2]1[CH:10]=[CH:9][CH:8]=[C:7]2[C:3]=1[CH:4]=[CH:5][N:6]2[CH2:11][CH2:12][OH:13].[H-].[Na+].Br[CH:17]1[CH2:19][CH2:18]1. Given the product [Cl:1][C:2]1[CH:10]=[CH:9][CH:8]=[C:7]2[C:3]=1[CH:4]=[CH:5][N:6]2[CH2:11][CH2:12][O:13][CH:17]1[CH2:19][CH2:18]1, predict the reactants needed to synthesize it.